From a dataset of Forward reaction prediction with 1.9M reactions from USPTO patents (1976-2016). Predict the product of the given reaction. (1) Given the reactants P(CCCC)(CCCC)CCCC.CC(OC(/N=N/C(OC(C)C)=O)=O)C.[F:28][C:29]([F:49])([F:48])[C:30]1[CH:35]=[CH:34][C:33]([C:36]2[N:41]=[C:40]([CH:42]([OH:47])[CH2:43][CH2:44][CH2:45][CH3:46])[CH:39]=[CH:38][CH:37]=2)=[CH:32][CH:31]=1.O[C:51]1[CH:65]=[CH:64][C:54]([O:55][C:56]([CH3:63])([CH3:62])[C:57]([O:59][CH2:60][CH3:61])=[O:58])=[C:53]([CH3:66])[CH:52]=1, predict the reaction product. The product is: [CH3:63][C:56]([O:55][C:54]1[CH:64]=[CH:65][C:51]([O:47][CH:42]([C:40]2[CH:39]=[CH:38][CH:37]=[C:36]([C:33]3[CH:32]=[CH:31][C:30]([C:29]([F:48])([F:28])[F:49])=[CH:35][CH:34]=3)[N:41]=2)[CH2:43][CH2:44][CH2:45][CH3:46])=[CH:52][C:53]=1[CH3:66])([CH3:62])[C:57]([O:59][CH2:60][CH3:61])=[O:58]. (2) Given the reactants [CH2:1]([N:8]1[CH2:12][CH2:11][C@@H:10]([C:13]#[N:14])[CH2:9]1)[C:2]1[CH:7]=[CH:6][CH:5]=[CH:4][CH:3]=1.[CH3:15][CH2:16][Mg+].[Br-].B(F)(F)F.CCOCC.Cl.[OH-].[Na+], predict the reaction product. The product is: [CH2:1]([N:8]1[CH2:12][CH2:11][C@@H:10]([C:13]2([NH2:14])[CH2:16][CH2:15]2)[CH2:9]1)[C:2]1[CH:7]=[CH:6][CH:5]=[CH:4][CH:3]=1. (3) Given the reactants [C:1]1([S:7]([NH:10][C:11]2[CH:18]=[CH:17][C:14]([CH2:15][OH:16])=[CH:13][C:12]=2[O:19][CH3:20])(=[O:9])=[O:8])[CH:6]=[CH:5][CH:4]=[CH:3][CH:2]=1, predict the reaction product. The product is: [C:1]1([S:7]([NH:10][C:11]2[CH:18]=[CH:17][C:14]([CH:15]=[O:16])=[CH:13][C:12]=2[O:19][CH3:20])(=[O:9])=[O:8])[CH:2]=[CH:3][CH:4]=[CH:5][CH:6]=1. (4) Given the reactants C[O:2][CH:3]1[CH:7]([CH:8]=O)[CH2:6][CH:5](OC)O1.[F:12][C:13]([F:25])([F:24])[S:14]([C:17]1[CH:23]=[CH:22][C:20]([NH2:21])=[CH:19][CH:18]=1)(=[O:16])=[O:15], predict the reaction product. The product is: [F:24][C:13]([F:12])([F:25])[S:14]([C:17]1[CH:18]=[CH:19][C:20]([N:21]2[CH:5]=[CH:6][C:7]([CH:3]=[O:2])=[CH:8]2)=[CH:22][CH:23]=1)(=[O:15])=[O:16]. (5) Given the reactants [OH:1][C:2]1[CH:7]=[CH:6][C:5]([CH:8]([CH:12]2C(=O)OC(C)(C)[O:14][C:13]2=[O:21])[C:9]#[C:10][CH3:11])=[CH:4][CH:3]=1.O.[Cl-].[Na+], predict the reaction product. The product is: [OH:1][C:2]1[CH:3]=[CH:4][C:5]([CH:8]([C:9]#[C:10][CH3:11])[CH2:12][C:13]([OH:21])=[O:14])=[CH:6][CH:7]=1. (6) Given the reactants C[O:2][C:3]1[CH:8]=[CH:7][C:6]([C:9]2[C:17]3[C:12](=[C:13]([N:18]4[CH2:23][CH2:22][O:21][CH2:20][CH2:19]4)[CH:14]=[CH:15][CH:16]=3)[N:11]([CH2:24][CH2:25][CH3:26])[N:10]=2)=[CH:5][CH:4]=1.ClC1C=CC=C2C=1N(CCC)N=C2C1C=CC(OC)=CC=1.N1CCOCC1.CC(C)([O-])C.[Na+], predict the reaction product. The product is: [N:18]1([C:13]2[CH:14]=[CH:15][CH:16]=[C:17]3[C:12]=2[N:11]([CH2:24][CH2:25][CH3:26])[N:10]=[C:9]3[C:6]2[CH:5]=[CH:4][C:3]([OH:2])=[CH:8][CH:7]=2)[CH2:19][CH2:20][O:21][CH2:22][CH2:23]1. (7) Given the reactants [CH2:1]([O:3][P:4](COC1C=CC=C(SC2N(CC3C=CN=CC=3)C(CO)=NC=2C(C)C)C=1)(=[O:8])[O:5][CH2:6]C)C.C(N([CH:41]([CH3:43])[CH3:42])CC)(C)C.[C:57]1(P([C:57]2[CH:62]=[CH:61][CH:60]=[CH:59][CH:58]=2)[C:57]2[CH:62]=[CH:61][CH:60]=[CH:59][CH:58]=2)[CH:62]=[CH:61][CH:60]=[CH:59][CH:58]=1.N1C=C[CH:66]=[CH:65][CH:64]=1, predict the reaction product. The product is: [CH2:1]([O:3][PH:4](=[O:8])[O:5][CH2:6][C:42]1[CH:41]=[CH:43][CH:66]=[CH:65][CH:64]=1)[C:57]1[CH:58]=[CH:59][CH:60]=[CH:61][CH:62]=1. (8) Given the reactants [CH:1]1([O:6][C:7]2[CH:13]=[C:12]([CH3:14])[CH:11]=[CH:10][C:8]=2[NH2:9])[CH2:5][CH2:4][CH2:3][CH2:2]1.[CH2:15](OC(=O)CC1N=C(N)SC=1)C.[CH2:27]([O:29][C:30](=[O:53])[CH2:31][C:32]1[N:33]=[C:34]([NH:37][C:38]([NH:40][C:41]2[CH:46]=[CH:45][C:44]([CH3:47])=[CH:43][C:42]=2[O:48][CH2:49][CH:50]2[CH2:52][CH2:51]2)=[O:39])[S:35][CH:36]=1)[CH3:28], predict the reaction product. The product is: [CH2:27]([O:29][C:30](=[O:53])[CH2:31][C:32]1[N:33]=[C:34]([NH:37][C:38]([NH:9][C:8]2[CH:10]=[CH:11][C:12]([CH3:14])=[CH:13][C:7]=2[O:6][CH:1]2[CH2:5][CH2:4][CH2:3][CH2:2]2)=[O:39])[S:35][CH:36]=1)[CH3:28].[CH:49]1([O:48][C:42]2[CH:43]=[C:44]([CH3:47])[CH:45]=[CH:46][C:41]=2[NH:40][C:38](=[O:39])[NH:37][C:34]2[S:35][CH:36]=[C:32]([CH2:31][C:30]([OH:29])=[O:53])[N:33]=2)[CH2:15][CH2:51][CH2:52][CH2:50]1. (9) Given the reactants [C:1]([O:5][C:6](=[O:23])[NH:7][CH:8]([C:15]1[CH:20]=[CH:19][C:18]([Cl:21])=[CH:17][C:16]=1[F:22])[C:9](=[O:14])N(OC)C)([CH3:4])([CH3:3])[CH3:2].[I:24][C:25]1[CH:30]=[CH:29][C:28](I)=[CH:27][CH:26]=1, predict the reaction product. The product is: [C:1]([O:5][C:6](=[O:23])[NH:7][CH:8]([C:15]1[CH:20]=[CH:19][C:18]([Cl:21])=[CH:17][C:16]=1[F:22])[C:9]([C:28]1[CH:29]=[CH:30][C:25]([I:24])=[CH:26][CH:27]=1)=[O:14])([CH3:2])([CH3:3])[CH3:4].